This data is from Forward reaction prediction with 1.9M reactions from USPTO patents (1976-2016). The task is: Predict the product of the given reaction. (1) Given the reactants C(Cl)(=O)C(Cl)=O.[C:7]([O:11][C:12]([N:14]([C:24]1[CH:29]=[CH:28][C:27]([O:30][CH3:31])=[CH:26][CH:25]=1)[C:15]1[CH:23]=[CH:22][C:18]([C:19]([OH:21])=O)=[CH:17][CH:16]=1)=[O:13])([CH3:10])([CH3:9])[CH3:8].[NH2:32][C:33]1[CH:34]=[N:35][CH:36]=[CH:37][CH:38]=1.C(N(CC)CC)C, predict the reaction product. The product is: [CH3:31][O:30][C:27]1[CH:28]=[CH:29][C:24]([N:14]([C:15]2[CH:23]=[CH:22][C:18]([C:19]([NH:32][C:33]3[CH:34]=[N:35][CH:36]=[CH:37][CH:38]=3)=[O:21])=[CH:17][CH:16]=2)[C:12](=[O:13])[O:11][C:7]([CH3:9])([CH3:10])[CH3:8])=[CH:25][CH:26]=1. (2) Given the reactants [CH:1]1([CH2:4][C@@H:5]2[NH:10][CH2:9][C@H:8]([C:11]3[CH:16]=[CH:15][CH:14]=[CH:13][CH:12]=3)[NH:7][C:6]2=[O:17])[CH2:3][CH2:2]1.[F:18][C:19]1[CH:24]=[CH:23][C:22]([C:25]2[O:29][N:28]=[C:27]([C:30](O)=[O:31])[CH:26]=2)=[CH:21][CH:20]=1.C([C@@H]1N(C(=O)/C=C/C2C=CC=CC=2)C[C@H](CC(C)C)NC1=O)C(C)C, predict the reaction product. The product is: [CH:1]1([CH2:4][C@@H:5]2[N:10]([C:30]([C:27]3[CH:26]=[C:25]([C:22]4[CH:23]=[CH:24][C:19]([F:18])=[CH:20][CH:21]=4)[O:29][N:28]=3)=[O:31])[CH2:9][C@H:8]([C:11]3[CH:12]=[CH:13][CH:14]=[CH:15][CH:16]=3)[NH:7][C:6]2=[O:17])[CH2:2][CH2:3]1. (3) Given the reactants [CH2:1]([N:3]1[C:12]2[C:7](=[CH:8][C:9]([OH:13])=[CH:10][CH:11]=2)[C:6](=[O:14])[C:5]([C:15]([OH:17])=[O:16])=[CH:4]1)[CH3:2].C(=O)([O-])[O-].[K+].[K+].Cl.[CH2:25]([N:32]([CH2:36][C:37]1[CH:42]=[CH:41][CH:40]=[CH:39][CH:38]=1)[CH2:33][CH2:34]Cl)[C:26]1[CH:31]=[CH:30][CH:29]=[CH:28][CH:27]=1, predict the reaction product. The product is: [CH2:25]([N:32]([CH2:36][C:37]1[CH:42]=[CH:41][CH:40]=[CH:39][CH:38]=1)[CH2:33][CH2:34][O:16][C:15]([C:5]1[C:6](=[O:14])[C:7]2[C:12](=[CH:11][CH:10]=[C:9]([O:13][CH2:34][CH2:33][N:32]([CH2:25][C:26]3[CH:31]=[CH:30][CH:29]=[CH:28][CH:27]=3)[CH2:36][C:37]3[CH:42]=[CH:41][CH:40]=[CH:39][CH:38]=3)[CH:8]=2)[N:3]([CH2:1][CH3:2])[CH:4]=1)=[O:17])[C:26]1[CH:31]=[CH:30][CH:29]=[CH:28][CH:27]=1. (4) The product is: [CH3:28][O:27][C:25]([C:21]1[CH:20]=[C:19]([CH:24]=[CH:23][CH:22]=1)[CH2:18][S:17][C:9]1[N:8]([CH2:7][C:6]([OH:29])=[O:5])[C:12]2[CH:13]=[CH:14][CH:15]=[CH:16][C:11]=2[N:10]=1)=[O:26]. Given the reactants C([O:5][C:6](=[O:29])[CH2:7][N:8]1[C:12]2[CH:13]=[CH:14][CH:15]=[CH:16][C:11]=2[N:10]=[C:9]1[S:17][CH2:18][C:19]1[CH:24]=[CH:23][CH:22]=[C:21]([C:25]([O:27][CH3:28])=[O:26])[CH:20]=1)(C)(C)C, predict the reaction product. (5) Given the reactants [C:1]1([OH:7])[CH:6]=[CH:5][CH:4]=[CH:3][CH:2]=1.[CH:8](O)([OH:13])[C:9]([F:12])([F:11])[F:10], predict the reaction product. The product is: [F:10][C:9]([F:12])([F:11])[CH:8]([C:2]1[CH:3]=[CH:4][CH:5]=[CH:6][C:1]=1[OH:7])[OH:13]. (6) Given the reactants [CH3:1][O:2][C:3]1[CH:8]=[CH:7][C:6]([N+:9]([O-:11])=[O:10])=[CH:5][C:4]=1[OH:12].C1(C)C=CC(S(O[CH2:23][CH2:24][CH2:25][Cl:26])(=O)=O)=CC=1.C(=O)([O-])[O-].[K+].[K+], predict the reaction product. The product is: [Cl:26][CH2:25][CH2:24][CH2:23][O:12][C:4]1[CH:5]=[C:6]([N+:9]([O-:11])=[O:10])[CH:7]=[CH:8][C:3]=1[O:2][CH3:1]. (7) Given the reactants Br[C:2]1[CH:3]=[C:4]2[N:10]=[C:9]([CH3:11])[O:8][C:5]2=[N:6][CH:7]=1.[F:12][C:13]1[CH:21]=[C:20]2[C:16]([C:17](B3OC(C)(C)C(C)(C)O3)=[CH:18][N:19]2[C:22]([O:24][C:25]([CH3:28])([CH3:27])[CH3:26])=[O:23])=[CH:15][CH:14]=1, predict the reaction product. The product is: [F:12][C:13]1[CH:21]=[C:20]2[C:16]([C:17]([C:2]3[CH:3]=[C:4]4[N:10]=[C:9]([CH3:11])[O:8][C:5]4=[N:6][CH:7]=3)=[CH:18][N:19]2[C:22]([O:24][C:25]([CH3:28])([CH3:27])[CH3:26])=[O:23])=[CH:15][CH:14]=1.